Predict the reactants needed to synthesize the given product. From a dataset of Full USPTO retrosynthesis dataset with 1.9M reactions from patents (1976-2016). (1) Given the product [NH2:31][C:30]1[N:29]([CH3:28])[C:1](=[O:4])[C:13]([C:12]2[CH:6]=[CH:11][CH:10]=[C:9]([Cl:27])[CH:8]=2)([C:15]2[CH:20]=[CH:19][C:18]([O:21][CH:22]([F:23])[F:24])=[C:17]([CH3:25])[CH:16]=2)[N:32]=1, predict the reactants needed to synthesize it. The reactants are: [C:1](=[O:4])([O-])[O-].Cl[C:6]1C=[C:8]([C:12](=O)[C:13]([C:15]2[CH:20]=[CH:19][C:18]([O:21][CH:22]([F:24])[F:23])=[C:17]([CH3:25])[CH:16]=2)=O)[CH:9]=[CH:10][CH:11]=1.[ClH:27].[CH3:28][NH:29][C:30]([NH2:32])=[NH:31].O1CCOCC1. (2) Given the product [CH:30]1([N:33]2[CH:37]=[C:36]([C:2]3[C:3]([O:16][C:17]4[CH:22]=[C:21]([CH3:23])[CH:20]=[CH:19][N:18]=4)=[C:4]4[C:9](=[CH:10][CH:11]=3)[N:8]([C:12](=[O:14])[CH3:13])[C@@H:7]([CH3:15])[CH2:6][CH2:5]4)[CH:35]=[N:34]2)[CH2:32][CH2:31]1, predict the reactants needed to synthesize it. The reactants are: Br[C:2]1[C:3]([O:16][C:17]2[CH:22]=[C:21]([CH3:23])[CH:20]=[CH:19][N:18]=2)=[C:4]2[C:9](=[CH:10][CH:11]=1)[N:8]([C:12](=[O:14])[CH3:13])[C@@H:7]([CH3:15])[CH2:6][CH2:5]2.O1CCOCC1.[CH:30]1([N:33]2[CH:37]=[C:36](B3OC(C)(C)C(C)(C)O3)[CH:35]=[N:34]2)[CH2:32][CH2:31]1.C(=O)([O-])[O-].[K+].[K+].